From a dataset of Cav3 T-type calcium channel HTS with 100,875 compounds. Binary Classification. Given a drug SMILES string, predict its activity (active/inactive) in a high-throughput screening assay against a specified biological target. (1) The compound is O=C(N1CCOCC1)C12CC3(CC(C2)CC(C3)C1)c1ccccc1. The result is 0 (inactive). (2) The molecule is S(c1n(CCCC)c(nn1)c1occc1)CC(=O)Nc1noc(c1)C. The result is 0 (inactive). (3) The molecule is O1c2c(C(c3c(OC)c(OC)ccc3)C(=C1N)C#N)c(=O)n(c(c2)C)Cc1ncccc1. The result is 0 (inactive). (4) The compound is O1C(OCCCCO)CC(c2c(=O)c3c(oc2)cccc3)C=C1C(=O)Nc1ccccc1. The result is 0 (inactive). (5) The drug is Clc1ccc(Cc2c(=O)n(Cc3ccccc3)ccc2O)cc1. The result is 0 (inactive). (6) The molecule is Clc1c(CN2C(=O)C3(C4=C(OC(N)=C3C#N)CC(CC4=O)(C)C)c3c2cccc3)cccc1. The result is 0 (inactive).